The task is: Predict the reactants needed to synthesize the given product.. This data is from Full USPTO retrosynthesis dataset with 1.9M reactions from patents (1976-2016). (1) Given the product [F:30][C:31]([F:36])([F:35])[C:32]([OH:34])=[O:33].[CH2:26]([N:16]1[C:15]2[C:19](=[N:20][C:21]([Cl:23])=[N:22][C:14]=2[N:11]2[CH2:10][CH2:9][NH:8][CH2:13][CH2:12]2)[N:18]([CH3:24])[C:17]1=[O:25])[C:27]#[C:28][CH3:29], predict the reactants needed to synthesize it. The reactants are: C(OC([N:8]1[CH2:13][CH2:12][N:11]([C:14]2[N:22]=[C:21]([Cl:23])[N:20]=[C:19]3[C:15]=2[N:16]([CH2:26][C:27]#[C:28][CH3:29])[C:17](=[O:25])[N:18]3[CH3:24])[CH2:10][CH2:9]1)=O)(C)(C)C.[F:30][C:31]([F:36])([F:35])[C:32]([OH:34])=[O:33]. (2) Given the product [O:1]1[CH:5]=[CH:4][CH:3]=[C:2]1[CH2:6][CH2:7][C:8]([OH:10])=[O:9], predict the reactants needed to synthesize it. The reactants are: [O:1]1[CH:5]=[CH:4][CH:3]=[C:2]1/[CH:6]=[CH:7]/[C:8]([OH:10])=[O:9]. (3) The reactants are: [C:1]([C:3]1[CH:12]=[CH:11][C:10]2[C:5](=[C:6]3[CH:16]=[CH:15][CH:14]=[CH:13][C:7]3=[CH:8][CH:9]=2)[N:4]=1)#[N:2].[H][H]. Given the product [N:4]1[C:5]2[C:10](=[CH:9][CH:8]=[C:7]3[CH:13]=[CH:14][CH:15]=[CH:16][C:6]3=2)[CH:11]=[CH:12][C:3]=1[CH2:1][NH2:2], predict the reactants needed to synthesize it. (4) Given the product [S:50]1[CH:54]=[CH:53][N:52]=[C:51]1[NH:55][C:21](=[O:23])[CH2:20][O:19][N:18]=[C:15]1[CH2:14][CH2:13][N:12]([S:9]([C:5]2[CH:6]=[CH:7][CH:8]=[C:3]([C:2]([F:1])([F:25])[F:24])[CH:4]=2)(=[O:11])=[O:10])[CH2:17][CH2:16]1, predict the reactants needed to synthesize it. The reactants are: [F:1][C:2]([F:25])([F:24])[C:3]1[CH:4]=[C:5]([S:9]([N:12]2[CH2:17][CH2:16][C:15](=[N:18][O:19][CH2:20][C:21]([OH:23])=O)[CH2:14][CH2:13]2)(=[O:11])=[O:10])[CH:6]=[CH:7][CH:8]=1.F[P-](F)(F)(F)(F)F.N1(OC(N(C)C)=[N+](C)C)C2C=CC=CC=2N=N1.[S:50]1[CH:54]=[CH:53][N:52]=[C:51]1[NH2:55]. (5) Given the product [CH2:32]([C@H:35]1[CH2:39][CH2:38][C@H:37]([CH2:40][CH2:41][CH3:42])[N:36]1[C:17](=[O:19])[CH2:16][N:7]1[C:8]2[C:13](=[CH:12][CH:11]=[C:10]([O:14][CH3:15])[CH:9]=2)[C:5]([C:3](=[O:4])[C:2]([CH3:21])([CH3:1])[CH3:20])=[N:6]1)[CH2:33][CH3:34], predict the reactants needed to synthesize it. The reactants are: [CH3:1][C:2]([CH3:21])([CH3:20])[C:3]([C:5]1[C:13]2[C:8](=[CH:9][C:10]([O:14][CH3:15])=[CH:11][CH:12]=2)[N:7]([CH2:16][C:17]([OH:19])=O)[N:6]=1)=[O:4].C1C=CC2N(O)N=NC=2C=1.[CH2:32]([C@H:35]1[CH2:39][CH2:38][C@H:37]([CH2:40][CH2:41][CH3:42])[NH:36]1)[CH2:33][CH3:34].CCN(C(C)C)C(C)C. (6) Given the product [N:1]1[CH:2]=[C:3]([C:10]2[CH:15]=[CH:14][N:13]=[C:12]([NH:16][C:66]3[CH:67]=[CH:68][C:69]([C:72]([N:74]4[CH2:79][CH2:78][O:77][CH2:76][CH2:75]4)=[O:73])=[CH:70][CH:71]=3)[N:11]=2)[N:4]2[CH:9]=[CH:8][CH:7]=[CH:6][C:5]=12, predict the reactants needed to synthesize it. The reactants are: [N:1]1[CH:2]=[C:3]([C:10]2[CH:15]=[CH:14][N:13]=[C:12]([NH2:16])[N:11]=2)[N:4]2[CH:9]=[CH:8][CH:7]=[CH:6][C:5]=12.CC1(C)C2C(=C(P(C3C=CC=CC=3)C3C=CC=CC=3)C=CC=2)OC2C(P(C3C=CC=CC=3)C3C=CC=CC=3)=CC=CC1=2.C(=O)([O-])[O-].[Cs+].[Cs+].I[C:66]1[CH:71]=[CH:70][C:69]([C:72]([N:74]2[CH2:79][CH2:78][O:77][CH2:76][CH2:75]2)=[O:73])=[CH:68][CH:67]=1.